From a dataset of Forward reaction prediction with 1.9M reactions from USPTO patents (1976-2016). Predict the product of the given reaction. (1) Given the reactants O.Cl.[NH2:3][C@H:4]([C:7]([OH:9])=[O:8])[CH2:5][SH:6].C([O-])(=O)C.[K+].CO.[N:17]1[CH:22]=[CH:21][C:20]([CH:23]=O)=[CH:19][CH:18]=1, predict the reaction product. The product is: [N:17]1[CH:22]=[CH:21][C:20]([C@@H:23]2[NH:3][CH:4]([C:7]([OH:9])=[O:8])[CH2:5][S:6]2)=[CH:19][CH:18]=1. (2) The product is: [Cl:21][CH:22]([C:26]1[CH:31]=[CH:30][CH:29]=[CH:28][CH:27]=1)[C:23]([NH:1][C:2]1[CH:7]=[C:6]([Cl:8])[CH:5]=[CH:4][C:3]=1[OH:9])=[O:24]. Given the reactants [NH2:1][C:2]1[CH:7]=[C:6]([Cl:8])[CH:5]=[CH:4][C:3]=1[OH:9].C(OCC)(=O)C.C(=O)([O-])O.[Na+].[Cl:21][CH:22]([C:26]1[CH:31]=[CH:30][CH:29]=[CH:28][CH:27]=1)[C:23](Cl)=[O:24], predict the reaction product. (3) Given the reactants [Cl:1][C:2]1[N:11]=[C:10](Cl)[C:9]2[C:4](=[CH:5][C:6]([C:13]([F:16])([F:15])[F:14])=[CH:7][CH:8]=2)[N:3]=1.[C:17]([O:21][C:22](=[O:27])[NH:23][CH2:24][CH2:25][NH2:26])([CH3:20])([CH3:19])[CH3:18].C(N(C(C)C)CC)(C)C.O, predict the reaction product. The product is: [C:17]([O:21][C:22](=[O:27])[NH:23][CH2:24][CH2:25][NH:26][C:10]1[C:9]2[C:4](=[CH:5][C:6]([C:13]([F:16])([F:15])[F:14])=[CH:7][CH:8]=2)[N:3]=[C:2]([Cl:1])[N:11]=1)([CH3:20])([CH3:18])[CH3:19]. (4) Given the reactants [Cl:1][C:2]1[C:7]([C:8]2[CH:9]=[C:10]([CH2:23][N:24](C)[C:25](=O)OC(C)(C)C)[S:11][C:12]=2[S:13]([C:16]2[CH:21]=[CH:20][CH:19]=[C:18]([F:22])[CH:17]=2)(=[O:15])=[O:14])=[CH:6][CH:5]=[CH:4][N:3]=1, predict the reaction product. The product is: [ClH:1].[Cl:1][C:2]1[C:7]([C:8]2[CH:9]=[C:10]([CH2:23][NH:24][CH3:25])[S:11][C:12]=2[S:13]([C:16]2[CH:21]=[CH:20][CH:19]=[C:18]([F:22])[CH:17]=2)(=[O:15])=[O:14])=[CH:6][CH:5]=[CH:4][N:3]=1. (5) The product is: [Br:1][C:2]1[CH:7]=[CH:6][C:5]([C:8]2[NH:18][NH:19][CH:10]([C:11]3[S:12][CH:13]=[CH:14][CH:15]=3)[CH:9]=2)=[CH:4][CH:3]=1. Given the reactants [Br:1][C:2]1[CH:7]=[CH:6][C:5]([C:8](=O)[CH:9]=[CH:10][C:11]2[S:12][CH:13]=[CH:14][CH:15]=2)=[CH:4][CH:3]=1.O.[NH2:18][NH2:19], predict the reaction product. (6) Given the reactants [CH3:1][O:2][C:3](=[O:27])[CH:4]([O:20][C:21]1[CH:26]=[CH:25][CH:24]=[CH:23][CH:22]=1)[CH2:5][C:6]1[CH:11]=[CH:10][C:9]([O:12]CC2C=CC=CC=2)=[CH:8][CH:7]=1.C(O)C, predict the reaction product. The product is: [CH3:1][O:2][C:3](=[O:27])[CH:4]([O:20][C:21]1[CH:22]=[CH:23][CH:24]=[CH:25][CH:26]=1)[CH2:5][C:6]1[CH:11]=[CH:10][C:9]([OH:12])=[CH:8][CH:7]=1. (7) The product is: [Cl:58][CH2:10][C@H:8]1[O:9][C@@H:1]([N:12]2[C:16]3[C:17]4[NH:18][C:19]5[C:24]([C:25]=4[C:26]4[C:30](=[O:31])[N:29]([CH3:32])[C:28](=[O:33])[C:27]=4[C:15]=3[C:14]3[CH:34]=[CH:35][CH:36]=[N:37][C:13]2=3)=[CH:23][CH:22]=[CH:21][CH:20]=5)[C@H:2]([OH:3])[C@@H:4]([OH:5])[C@@H:6]1[OH:7]. Given the reactants [C@@H:1]1([N:12]2[C:16]3[C:17]4[NH:18][C:19]5[C:24]([C:25]=4[C:26]4[C:30](=[O:31])[N:29]([CH3:32])[C:28](=[O:33])[C:27]=4[C:15]=3[C:14]3[CH:34]=[CH:35][CH:36]=[N:37][C:13]2=3)=[CH:23][CH:22]=[CH:21][CH:20]=5)[O:9][C@H:8]([CH2:10]O)[C@@H:6]([OH:7])[C@H:4]([OH:5])[C@H:2]1[OH:3].C1(P(C2C=CC=CC=2)C2C=CC=CC=2)C=CC=CC=1.C(Cl)(Cl)(Cl)[Cl:58].O, predict the reaction product. (8) The product is: [CH2:5]([O:4][C:2]([N:11]1[C:12](=[O:15])[C:13]([CH3:14])=[C:8]([CH3:7])[C:9]1=[O:10])=[O:3])[CH3:6]. Given the reactants Cl[C:2]([O:4][CH2:5][CH3:6])=[O:3].[CH3:7][C:8]1[C:9]([NH:11][C:12](=[O:15])[C:13]=1[CH3:14])=[O:10].C(N(CC)CC)C.CO, predict the reaction product. (9) Given the reactants [CH2:1]([O:4][C:5]1[CH:6]([O:22][Si](C(C)(C)C)(C)C)[N:7]([C:12]2[CH:17]=[C:16]([C:18]([F:21])([F:20])[F:19])[CH:15]=[CH:14][N:13]=2)[C:8](=[O:11])[C:9]=1[CH3:10])C=C.[F-].C([N+](CCCC)(CCCC)CCCC)CCC.ClCCl.O, predict the reaction product. The product is: [OH:11][CH:8]1[C:9]([CH3:10])=[C:5]([O:4][CH3:1])[C:6](=[O:22])[N:7]1[C:12]1[CH:17]=[C:16]([C:18]([F:21])([F:19])[F:20])[CH:15]=[CH:14][N:13]=1.